From a dataset of NCI-60 drug combinations with 297,098 pairs across 59 cell lines. Regression. Given two drug SMILES strings and cell line genomic features, predict the synergy score measuring deviation from expected non-interaction effect. Drug 1: CCCCC(=O)OCC(=O)C1(CC(C2=C(C1)C(=C3C(=C2O)C(=O)C4=C(C3=O)C=CC=C4OC)O)OC5CC(C(C(O5)C)O)NC(=O)C(F)(F)F)O. Drug 2: C1=CN(C=N1)CC(O)(P(=O)(O)O)P(=O)(O)O. Cell line: NCI-H460. Synergy scores: CSS=0.0580, Synergy_ZIP=1.92, Synergy_Bliss=1.78, Synergy_Loewe=0.113, Synergy_HSA=-0.870.